From a dataset of Full USPTO retrosynthesis dataset with 1.9M reactions from patents (1976-2016). Predict the reactants needed to synthesize the given product. (1) Given the product [CH:26]1([N:15]([C:16]2[CH:21]=[CH:20][CH:19]=[C:18]([C:22]([F:23])([F:25])[F:24])[CH:17]=2)[C:13](=[O:14])[N:12]([CH3:33])[C:10]2[S:11][C:7]([S:6][CH2:5][C:4]([OH:3])=[O:32])=[CH:8][N:9]=2)[CH2:27][CH2:28][CH2:29][CH2:30]1, predict the reactants needed to synthesize it. The reactants are: C([O:3][C:4](=[O:32])[CH2:5][S:6][C:7]1[S:11][C:10]([NH:12][C:13]([N:15]([CH2:26][CH:27]2C[CH2:30][CH2:29][CH2:28]2)[C:16]2[CH:21]=[CH:20][CH:19]=[C:18]([C:22]([F:25])([F:24])[F:23])[CH:17]=2)=[O:14])=[N:9][CH:8]=1)C.[CH:33]1(CN(C2C=CC(S(C)(=O)=O)=CC=2)C(=O)NC2SC=C(CC(O)=O)N=2)CCCC1.C1(CNC2C=CC=C(C(F)(F)F)C=2)CCCC1.C(OC(=O)CSC1SC(N)=NC=1)C. (2) Given the product [Si:16]([O:27][CH:13]([OH:14])[CH2:12][C:10]1[S:11][C:7]([Cl:6])=[CH:8][CH:9]=1)([C:19]([CH3:22])([CH3:21])[CH3:20])([CH3:18])[CH3:17], predict the reactants needed to synthesize it. The reactants are: N1C=CN=C1.[Cl:6][C:7]1[S:11][C:10]([CH:12](O)[CH2:13][OH:14])=[CH:9][CH:8]=1.[Si:16](Cl)([C:19]([CH3:22])([CH3:21])[CH3:20])([CH3:18])[CH3:17].CN(C)C=[O:27]. (3) The reactants are: Cl[C:2]1[N:3]=[CH:4][S:5][C:6]=1[CH:7]=[O:8].[Na+].[C:10]1([S:16]([O-:18])=[O:17])[CH:15]=[CH:14][CH:13]=[CH:12][CH:11]=1. Given the product [C:10]1([S:16]([C:2]2[N:3]=[CH:4][S:5][C:6]=2[CH:7]=[O:8])(=[O:18])=[O:17])[CH:15]=[CH:14][CH:13]=[CH:12][CH:11]=1, predict the reactants needed to synthesize it. (4) Given the product [Br:21][C:19]1[CH:18]=[CH:17][C:16]([O:22][CH3:23])=[C:15]([CH:20]=1)[CH2:14][C@H:13]1[CH2:24][O:26][C:11](=[O:10])[NH:12]1, predict the reactants needed to synthesize it. The reactants are: [H-].[Na+].C([O:10][C:11](=[O:26])[NH:12][C@H:13]([CH2:24]O)[CH2:14][C:15]1[CH:20]=[C:19]([Br:21])[CH:18]=[CH:17][C:16]=1[O:22][CH3:23])C1C=CC=CC=1.OS([O-])(=O)=O.[K+].N. (5) Given the product [F:20][C:2]([F:19])([F:1])[C:3]1[CH:4]=[C:5]([C:9]2[C:10]3[N:11]([N:15]=[C:16]([NH:18][C:22]4[CH:31]=[CH:30][C:25]([C:26]([O:28][CH3:29])=[O:27])=[CH:24][CH:23]=4)[N:17]=3)[CH:12]=[CH:13][CH:14]=2)[CH:6]=[CH:7][CH:8]=1, predict the reactants needed to synthesize it. The reactants are: [F:1][C:2]([F:20])([F:19])[C:3]1[CH:4]=[C:5]([C:9]2[C:10]3[N:11]([N:15]=[C:16]([NH2:18])[N:17]=3)[CH:12]=[CH:13][CH:14]=2)[CH:6]=[CH:7][CH:8]=1.I[C:22]1[CH:31]=[CH:30][C:25]([C:26]([O:28][CH3:29])=[O:27])=[CH:24][CH:23]=1.C(=O)([O-])[O-].[Cs+].[Cs+].